This data is from Forward reaction prediction with 1.9M reactions from USPTO patents (1976-2016). The task is: Predict the product of the given reaction. (1) Given the reactants [CH3:1][O:2][C:3]1[CH:4]=[C:5]2[C:10](=[CH:11][C:12]=1[O:13][CH3:14])[C:9]([CH3:15])=[N:8][C:7](O)=[CH:6]2.[Br:17]Br.[C:19]([O-:22])([O-])=O.[Cs+].[Cs+].CI, predict the reaction product. The product is: [Br:17][C:6]1[C:5]2[C:10](=[CH:11][C:12]([O:13][CH3:14])=[C:3]([O:2][CH3:1])[CH:4]=2)[C:9]([CH3:15])=[N:8][C:7]=1[O:22][CH3:19]. (2) Given the reactants Br[C:2]1[CH:3]=[CH:4][C:5]([Cl:13])=[C:6]2[C:10]=1[N:9]([CH3:11])[N:8]=[C:7]2[OH:12].C([O-])([O-])=O.[Na+].[Na+].[C:20]([O:24][C:25]([NH:27][C@H:28]([C:38]1[C:43](B(O)O)=[CH:42][CH:41]=[C:40]([C:47]#[C:48][C:49]2([OH:55])[CH2:54][CH2:53][O:52][CH2:51][CH2:50]2)[N:39]=1)[CH2:29][C:30]1[CH:35]=[C:34]([F:36])[CH:33]=[C:32]([F:37])[CH:31]=1)=[O:26])([CH3:23])([CH3:22])[CH3:21].O, predict the reaction product. The product is: [C:20]([O:24][C:25](=[O:26])[NH:27][C@H:28]([C:38]1[C:43]([C:2]2[CH:3]=[CH:4][C:5]([Cl:13])=[C:6]3[C:10]=2[N:9]([CH3:11])[N:8]=[C:7]3[OH:12])=[CH:42][CH:41]=[C:40]([C:47]#[C:48][C:49]2([OH:55])[CH2:54][CH2:53][O:52][CH2:51][CH2:50]2)[N:39]=1)[CH2:29][C:30]1[CH:31]=[C:32]([F:37])[CH:33]=[C:34]([F:36])[CH:35]=1)([CH3:23])([CH3:21])[CH3:22]. (3) Given the reactants [CH3:1][C:2]([CH3:18])([CH2:10][O:11][CH:12]1[CH2:17][CH2:16][CH2:15][CH2:14][O:13]1)/[CH:3]=[CH:4]/[C:5]([O:7][CH2:8][CH3:9])=[O:6].[H][H].CCOC(C)=O.CCCCCC, predict the reaction product. The product is: [CH3:18][C:2]([CH3:1])([CH2:10][O:11][CH:12]1[CH2:17][CH2:16][CH2:15][CH2:14][O:13]1)[CH2:3][CH2:4][C:5]([O:7][CH2:8][CH3:9])=[O:6]. (4) Given the reactants [F:1][C:2]1[CH:3]=[C:4]2[C:9]3=[C:10]([O:13][CH2:14][C:15]([CH3:17])([CH3:16])[N:8]3[CH:7]=[C:6]([C:18]([OH:20])=[O:19])[C:5]2=[O:21])[C:11]=1[F:12].[N+:22]([O-])([O-:24])=[O:23].[K+], predict the reaction product. The product is: [F:1][C:2]1[C:3]([N+:22]([O-:24])=[O:23])=[C:4]2[C:9]3=[C:10]([O:13][CH2:14][C:15]([CH3:17])([CH3:16])[N:8]3[CH:7]=[C:6]([C:18]([OH:20])=[O:19])[C:5]2=[O:21])[C:11]=1[F:12]. (5) Given the reactants [CH2:1]([O:8][C:9]1[CH:33]=[CH:32][C:12]([O:13][CH:14]2[CH2:19][CH2:18][N:17]([C:20]([NH:22][C:23]3[CH:24]=[C:25]([CH:29]=CC=3)[C:26]([OH:28])=O)=[O:21])[CH2:16][CH2:15]2)=[CH:11][CH:10]=1)[C:2]1[CH:7]=[CH:6][CH:5]=[CH:4][CH:3]=1.[CH3:34][CH2:35]N=C=NCCCN(C)C.[CH:45]1[CH:46]=[CH:47][C:48]2N(O)N=[N:51][C:49]=2C=1.N1CCCCC1.C(=O)([O-])O.[Na+], predict the reaction product. The product is: [CH2:1]([O:8][C:9]1[CH:33]=[CH:32][C:12]([O:13][CH:14]2[CH2:19][CH2:18][N:17]([C:20]([NH:22][C:23]3[CH:35]=[CH:34][CH:29]=[C:25]([C:26]([N:51]4[CH2:45][CH2:46][CH2:47][CH2:48][CH2:49]4)=[O:28])[CH:24]=3)=[O:21])[CH2:16][CH2:15]2)=[CH:11][CH:10]=1)[C:2]1[CH:7]=[CH:6][CH:5]=[CH:4][CH:3]=1. (6) Given the reactants [Cl:1][C:2]1[N:7]=[C:6]([N:8]([CH3:16])[CH2:9][C:10]2[CH:15]=[CH:14][N:13]=[CH:12][CH:11]=2)[C:5]([F:17])=[C:4](Cl)[N:3]=1.O.[NH2:20][NH2:21], predict the reaction product. The product is: [Cl:1][C:2]1[N:7]=[C:6]([N:8]([CH3:16])[CH2:9][C:10]2[CH:15]=[CH:14][N:13]=[CH:12][CH:11]=2)[C:5]([F:17])=[C:4]([NH:20][NH2:21])[N:3]=1. (7) Given the reactants [NH2:1][C:2]1[C:3]2[C:10]([C:11]([NH2:13])=[O:12])=[CH:9][N:8]([C@H:14]3[C@H:18]([OH:19])[C@H:17]([OH:20])[C@@H:16]([CH2:21][OH:22])[O:15]3)[C:4]=2[N:5]=[CH:6][N:7]=1.[CH3:23][CH:24]([Si:26](Cl)([O:30][Si:31](Cl)([CH:35]([CH3:37])[CH3:36])[CH:32]([CH3:34])[CH3:33])[CH:27]([CH3:29])[CH3:28])[CH3:25], predict the reaction product. The product is: [NH2:1][C:2]1[C:3]2[C:10]([C:11]([NH2:13])=[O:12])=[CH:9][N:8]([C@@H:14]3[O:15][C@H:16]4[C@@H:17]([O:20][Si:26]([CH:24]([CH3:25])[CH3:23])([CH:27]([CH3:29])[CH3:28])[O:30][Si:31]([CH:35]([CH3:37])[CH3:36])([CH:32]([CH3:33])[CH3:34])[O:22][CH2:21]4)[C@H:18]3[OH:19])[C:4]=2[N:5]=[CH:6][N:7]=1. (8) Given the reactants [Br:1][C:2]1[C:3]([O:12][CH2:13][CH:14]2[CH2:16][CH2:15]2)=[CH:4][C:5]([C:8](=[N:10][OH:11])[NH2:9])=[N:6][CH:7]=1.C(=O)([O-])[O-].[K+].[K+].[C:23](Cl)(=O)[C:24]([CH3:27])([CH3:26])[CH3:25], predict the reaction product. The product is: [Br:1][C:2]1[C:3]([O:12][CH2:13][CH:14]2[CH2:16][CH2:15]2)=[CH:4][C:5]([C:8]2[N:9]=[C:23]([C:24]([CH3:27])([CH3:26])[CH3:25])[O:11][N:10]=2)=[N:6][CH:7]=1. (9) Given the reactants [F:1][C:2]1[CH:10]=[C:9]2[C:5]([C:6]([CH:11]=[O:12])=[CH:7][NH:8]2)=[CH:4][C:3]=1[C:13]1[CH:18]=[CH:17][CH:16]=[CH:15][CH:14]=1.C[C:20](=[CH:22][CH3:23])[CH3:21].Cl([O-])=[O:25].[Na+].[OH2:28].OP([O-])(O)=O.[Na+], predict the reaction product. The product is: [F:1][C:2]1[CH:10]=[C:9]2[C:5]([C:6]([C:11]([OH:12])=[O:28])=[CH:7][NH:8]2)=[CH:4][C:3]=1[C:13]1[CH:14]=[CH:15][C:16]([C:20]2([OH:25])[CH2:21][CH2:23][CH2:22]2)=[CH:17][CH:18]=1. (10) Given the reactants Cl.C(O[C:5]([C:7]1[NH:8][CH:9]=[CH:10][C:11]=1[NH2:12])=[O:6])C.[CH:13]([C:15]1[N:16]=[CH:17][NH:18][CH:19]=1)=O.[BH3-]C#N.[Na+].CCN(CC)CC.C([N:39]=[C:40]=[S:41])(=O)C1C=CC=CC=1, predict the reaction product. The product is: [NH:16]1[C:15]([CH2:13][N:12]2[C:11]3[CH:10]=[CH:9][NH:8][C:7]=3[C:5](=[O:6])[NH:39][C:40]2=[S:41])=[CH:19][N:18]=[CH:17]1.